The task is: Predict the reaction yield, written as a fraction of the theoretical maximum amount of product (1.0 means a 100% yield; for example, 0.34 means a 34% yield).. This data is from Reaction yield outcomes from USPTO patents with 853,638 reactions. (1) The product is [CH3:1][CH:2]([CH3:22])[CH:3]([C:5]1[O:6][C:7]2[CH:14]=[CH:13][C:12]([O:15][CH:16]3[CH2:17][CH2:18][S:19][CH2:20][CH2:21]3)=[CH:11][C:8]=2[C:9]=1[CH3:10])[OH:4]. The catalyst is CO.O1CCCC1. The reactants are [CH3:1][CH:2]([CH3:22])[C:3]([C:5]1[O:6][C:7]2[CH:14]=[CH:13][C:12]([O:15][CH:16]3[CH2:21][CH2:20][S:19][CH2:18][CH2:17]3)=[CH:11][C:8]=2[C:9]=1[CH3:10])=[O:4].[BH4-].[Na+].O. The yield is 0.730. (2) The reactants are [CH3:1]/[C:2](/[CH2:6][CH2:7][CH:8]=[C:9]([CH3:11])[CH3:10])=[CH:3]\[CH2:4][NH2:5].C(N(CC)CC)C.[OH:19][C:20]1[CH:28]=[CH:27][CH:26]=[CH:25][C:21]=1[C:22](O)=[O:23].C1C=CC(P(N=[N+]=[N-])(C2C=CC=CC=2)=O)=CC=1. The catalyst is C1COCC1. The product is [CH3:1]/[C:2](/[CH2:6][CH2:7][CH:8]=[C:9]([CH3:11])[CH3:10])=[CH:3]\[CH2:4][NH:5][C:22](=[O:23])[C:21]1[CH:25]=[CH:26][CH:27]=[CH:28][C:20]=1[OH:19]. The yield is 0.330. (3) The reactants are [CH3:1][O:2][C:3]1[CH:4]=[CH:5][C:6]([NH:11][C:12]2[C:13]3[N:14]([N:28]=[CH:29][N:30]=3)[CH:15]=[C:16]([N:18]3[CH2:23][CH2:22][CH2:21][CH:20]([C:24]([O:26]C)=[O:25])[CH2:19]3)[CH:17]=2)=[N:7][C:8]=1[O:9][CH3:10].[OH-].[Na+].Cl. The catalyst is O1CCOCC1.O. The product is [CH3:1][O:2][C:3]1[CH:4]=[CH:5][C:6]([NH:11][C:12]2[C:13]3[N:14]([N:28]=[CH:29][N:30]=3)[CH:15]=[C:16]([N:18]3[CH2:23][CH2:22][CH2:21][CH:20]([C:24]([OH:26])=[O:25])[CH2:19]3)[CH:17]=2)=[N:7][C:8]=1[O:9][CH3:10]. The yield is 0.790. (4) The reactants are [OH:1][CH2:2][CH2:3][C:4]1[CH:9]=[CH:8][N:7]=[CH:6][CH:5]=1.[H][H].[C:12]([OH:15])(=[O:14])[CH3:13]. The catalyst is [Pt]=O. The product is [C:12]([OH:15])(=[O:14])[CH3:13].[OH:1][CH2:2][CH2:3][CH:4]1[CH2:9][CH2:8][NH:7][CH2:6][CH2:5]1. The yield is 1.00. (5) The reactants are [OH-].[K+].[OH:3][C:4]1[CH:9]=[CH:8][C:7]([C:10](=[O:12])[CH3:11])=[CH:6][CH:5]=1.O=[CH:14][C:15]1[CH:23]=[CH:22][C:20]([OH:21])=[C:17]([O:18][CH3:19])[CH:16]=1. The catalyst is C(OCCOCCOCC)C. The product is [OH:21][C:20]1[CH:22]=[CH:23][C:15]([CH:14]=[CH:11][C:10]([C:7]2[CH:8]=[CH:9][C:4]([OH:3])=[CH:5][CH:6]=2)=[O:12])=[CH:16][C:17]=1[O:18][CH3:19]. The yield is 0.930. (6) The reactants are [CH2:1]([CH:3]([C:6]1[C:7]2[N:8]([CH:13]=[C:14]([C:16]([F:19])([F:18])[F:17])[N:15]=2)[N:9]=[C:10]([CH3:12])[CH:11]=1)[CH2:4][CH3:5])[CH3:2].Br[C:21]1[S:25][C:24]2[CH:26]=[CH:27][C:28]([F:30])=[CH:29][C:23]=2[C:22]=1[CH3:31].C([O-])([O-])=O.[Cs+].[Cs+].C1C=CC(P(C2C=CC=CC=2)C2C=CC=CC=2)=CC=1. The catalyst is CN1C(=O)CCC1.O.C1C=CC(/C=C/C(/C=C/C2C=CC=CC=2)=O)=CC=1.C1C=CC(/C=C/C(/C=C/C2C=CC=CC=2)=O)=CC=1.C1C=CC(/C=C/C(/C=C/C2C=CC=CC=2)=O)=CC=1.[Pd].[Pd]. The product is [CH2:1]([CH:3]([C:6]1[C:7]2[N:8]([C:13]([C:21]3[S:25][C:24]4[CH:26]=[CH:27][C:28]([F:30])=[CH:29][C:23]=4[C:22]=3[CH3:31])=[C:14]([C:16]([F:18])([F:19])[F:17])[N:15]=2)[N:9]=[C:10]([CH3:12])[CH:11]=1)[CH2:4][CH3:5])[CH3:2]. The yield is 0.100.